Task: Predict the reactants needed to synthesize the given product.. Dataset: Full USPTO retrosynthesis dataset with 1.9M reactions from patents (1976-2016) (1) Given the product [NH:16]1[C:17]2[C:13](=[CH:12][C:11]([N:8]3[C:6]4=[N:7][C:2]([C:24]5[CH:25]=[C:26]([O:30][CH3:31])[C:27]([O:28][CH3:29])=[C:22]([O:21][CH3:20])[CH:23]=5)=[CH:3][N:4]=[C:5]4[N:10]=[CH:9]3)=[CH:19][CH:18]=2)[CH:14]=[CH:15]1, predict the reactants needed to synthesize it. The reactants are: Br[C:2]1[N:7]=[C:6]2[N:8]([C:11]3[CH:12]=[C:13]4[C:17](=[CH:18][CH:19]=3)[NH:16][CH:15]=[CH:14]4)[CH:9]=[N:10][C:5]2=[N:4][CH:3]=1.[CH3:20][O:21][C:22]1[CH:23]=[C:24](B(O)O)[CH:25]=[C:26]([O:30][CH3:31])[C:27]=1[O:28][CH3:29].C([O-])([O-])=O.[Na+].[Na+]. (2) Given the product [C:3]([O:5][CH3:6])(=[O:4])[CH2:2][C:3]([O:5][CH3:6])=[O:4], predict the reactants needed to synthesize it. The reactants are: Cl[CH2:2][C:3]([O:5][CH3:6])=[O:4].